This data is from Forward reaction prediction with 1.9M reactions from USPTO patents (1976-2016). The task is: Predict the product of the given reaction. (1) The product is: [CH3:40][S:41]([OH:44])(=[O:43])=[O:42].[CH:1]1([N:5]2[CH2:10][CH2:9][N:8]([C:11]3[C:12]([CH2:33][CH3:34])=[CH:13][C:14]4[C:26](=[O:27])[C:25]5[C:24]6[C:19](=[CH:20][C:21]([C:28]#[N:29])=[CH:22][CH:23]=6)[NH:18][C:17]=5[C:16]([CH3:30])([CH3:31])[C:15]=4[CH:32]=3)[CH2:7][CH2:6]2)[CH2:4][CH2:3][CH2:2]1. Given the reactants [CH:1]1([N:5]2[CH2:10][CH2:9][N:8]([C:11]3[C:12]([CH2:33][CH3:34])=[CH:13][C:14]4[C:26](=[O:27])[C:25]5[C:24]6[C:19](=[CH:20][C:21]([C:28]#[N:29])=[CH:22][CH:23]=6)[NH:18][C:17]=5[C:16]([CH3:31])([CH3:30])[C:15]=4[CH:32]=3)[CH2:7][CH2:6]2)[CH2:4][CH2:3][CH2:2]1.CN(C=O)C.[CH3:40][S:41]([OH:44])(=[O:43])=[O:42], predict the reaction product. (2) Given the reactants [C:1]([O:5][C:6]([NH:8][CH2:9][CH2:10][C:11]([OH:13])=O)=[O:7])([CH3:4])([CH3:3])[CH3:2].[C:14]([NH:19][NH2:20])(=[O:18])[CH:15]([CH3:17])[CH3:16].F[B-](F)(F)F.N1(OC(N(C)C)=[N+](C)C)C2C=CC=CC=2N=N1.C(N(C(C)C)CC)(C)C, predict the reaction product. The product is: [C:14]([NH:19][NH:20][C:11](=[O:13])[CH2:10][CH2:9][NH:8][C:6](=[O:7])[O:5][C:1]([CH3:2])([CH3:3])[CH3:4])(=[O:18])[CH:15]([CH3:17])[CH3:16]. (3) The product is: [F:23][C:22]1[C:16]2[C:17](=[N:18][N:14]([CH2:10][CH2:11][C:12]#[C:13][C:2]3[CH:7]=[CH:6][CH:5]=[C:4]([CH2:8][F:9])[N:3]=3)[N:15]=2)[CH:19]=[C:20]([F:24])[CH:21]=1. Given the reactants Br[C:2]1[CH:7]=[CH:6][CH:5]=[C:4]([CH2:8][F:9])[N:3]=1.[CH2:10]([N:14]1[N:18]=[C:17]2[CH:19]=[C:20]([F:24])[CH:21]=[C:22]([F:23])[C:16]2=[N:15]1)[CH2:11][C:12]#[CH:13], predict the reaction product. (4) Given the reactants [O:1]([C:8]1[CH:13]=[CH:12][C:11](B(O)O)=[CH:10][CH:9]=1)[C:2]1[CH:7]=[CH:6][CH:5]=[CH:4][CH:3]=1.Br[C:18]1[S:19][C:20]([CH3:23])=[CH:21][N:22]=1.C([O-])([O-])=O.[Na+].[Na+], predict the reaction product. The product is: [CH3:23][C:20]1[S:19][C:18]([C:11]2[CH:12]=[CH:13][C:8]([O:1][C:2]3[CH:7]=[CH:6][CH:5]=[CH:4][CH:3]=3)=[CH:9][CH:10]=2)=[N:22][CH:21]=1. (5) Given the reactants [Cl:1][C:2]1[CH:7]=[CH:6][CH:5]=[CH:4][C:3]=1[C:8]1[C:14]2[CH:15]=[C:16]([C:21]#[N:22])[C:17]([O:19][CH3:20])=[CH:18][C:13]=2[NH:12][C:11](=S)[CH2:10][N:9]=1.C(OC(OCC)[N:28]([CH3:30])C)C.[NH2:34]N, predict the reaction product. The product is: [Cl:1][C:2]1[CH:7]=[CH:6][CH:5]=[CH:4][C:3]=1[C:8]1[C:14]2[CH:15]=[C:16]([C:21]#[N:22])[C:17]([O:19][CH3:20])=[CH:18][C:13]=2[N:12]=[C:11]2[NH:34][NH:28][CH:30]=[C:10]2[N:9]=1. (6) Given the reactants [NH2:1][CH2:2][C@H:3]1[C@H:9]([C:10]2[CH:15]=[CH:14][C:13]([Cl:16])=[C:12]([F:17])[CH:11]=2)[O:8][CH2:7][CH2:6][N:5](C(OC(C)(C)C)=O)[CH2:4]1.[CH3:25][S:26]([NH:29][C:30]1[CH:38]=[CH:37][CH:36]=[CH:35][C:31]=1[C:32](O)=[O:33])(=[O:28])=[O:27], predict the reaction product. The product is: [ClH:16].[Cl:16][C:13]1[CH:14]=[CH:15][C:10]([C@@H:9]2[O:8][CH2:7][CH2:6][NH:5][CH2:4][C@H:3]2[CH2:2][NH:1][C:32](=[O:33])[C:31]2[CH:35]=[CH:36][CH:37]=[CH:38][C:30]=2[NH:29][S:26]([CH3:25])(=[O:28])=[O:27])=[CH:11][C:12]=1[F:17]. (7) Given the reactants Cl[C:2]1[CH:7]=[C:6]([OH:8])[CH:5]=[CH:4][C:3]=1[C:9]1[O:10][C:11]2[C:17](I)=[CH:16][C:15]([OH:19])=[CH:14][C:12]=2[N:13]=1.[C:20]([Cu])#[N:21].[CH3:23][N:24](C=O)C, predict the reaction product. The product is: [C:23]([C:2]1[CH:7]=[C:6]([OH:8])[CH:5]=[CH:4][C:3]=1[C:9]1[O:10][C:11]2[C:17]([C:20]#[N:21])=[CH:16][C:15]([OH:19])=[CH:14][C:12]=2[N:13]=1)#[N:24]. (8) Given the reactants O.Br[CH2:3][CH2:4][CH2:5][CH2:6][CH2:7][CH2:8][CH2:9][C:10]([NH:12][C:13]1[CH:42]=[CH:41][C:16]([C:17]([NH:19][CH2:20][C:21]2[C:22]([NH:34][CH:35]3[CH2:40][CH2:39][O:38][CH2:37][CH2:36]3)=[C:23]3[CH:31]=[N:30][N:29]([CH2:32][CH3:33])[C:24]3=[N:25][C:26]=2[CH2:27][CH3:28])=[O:18])=[CH:15][CH:14]=1)=[O:11].[CH3:43][NH:44][CH2:45][CH2:46][OH:47].C(N(CC)C(C)C)(C)C, predict the reaction product. The product is: [CH2:32]([N:29]1[C:24]2=[N:25][C:26]([CH2:27][CH3:28])=[C:21]([CH2:20][NH:19][C:17](=[O:18])[C:16]3[CH:41]=[CH:42][C:13]([NH:12][C:10](=[O:11])[CH2:9][CH2:8][CH2:7][CH2:6][CH2:5][CH2:4][CH2:3][N:44]([CH2:45][CH2:46][OH:47])[CH3:43])=[CH:14][CH:15]=3)[C:22]([NH:34][CH:35]3[CH2:40][CH2:39][O:38][CH2:37][CH2:36]3)=[C:23]2[CH:31]=[N:30]1)[CH3:33].